From a dataset of Forward reaction prediction with 1.9M reactions from USPTO patents (1976-2016). Predict the product of the given reaction. (1) Given the reactants C(Cl)(=O)C(Cl)=O.CS(C)=O.[C:11]([O:15][C:16](=[O:33])[CH2:17][CH2:18][N:19]([C:23]([O:25][CH2:26][C:27]1[CH:32]=[CH:31][CH:30]=[CH:29][CH:28]=1)=[O:24])[CH2:20][CH2:21][OH:22])([CH3:14])([CH3:13])[CH3:12].C(N(CC)CC)C.P([O-])(O)(O)=O.[K+], predict the reaction product. The product is: [C:11]([O:15][C:16](=[O:33])[CH2:17][CH2:18][N:19]([C:23]([O:25][CH2:26][C:27]1[CH:32]=[CH:31][CH:30]=[CH:29][CH:28]=1)=[O:24])[CH2:20][CH:21]=[O:22])([CH3:14])([CH3:12])[CH3:13]. (2) Given the reactants [F:1][C:2]1[C:3]2[N:4]([C:8]([CH3:25])=[C:9]([CH2:11][C@@H:12]3[CH2:17][CH2:16][CH2:15][CH2:14][N:13]3C(OC(C)(C)C)=O)[N:10]=2)[CH:5]=[CH:6][CH:7]=1.C(O)(C(F)(F)F)=O, predict the reaction product. The product is: [F:1][C:2]1[C:3]2[N:4]([C:8]([CH3:25])=[C:9]([CH2:11][C@@H:12]3[CH2:17][CH2:16][CH2:15][CH2:14][NH:13]3)[N:10]=2)[CH:5]=[CH:6][CH:7]=1.